Dataset: Forward reaction prediction with 1.9M reactions from USPTO patents (1976-2016). Task: Predict the product of the given reaction. Given the reactants Cl.[NH2:2][CH2:3][CH2:4][CH2:5][CH2:6][CH2:7][C:8]([O:10][CH3:11])=[O:9].[F:12][C:13]([F:24])([F:23])[C:14](O[C:14](=[O:15])[C:13]([F:24])([F:23])[F:12])=[O:15].C(N(CC)CC)C, predict the reaction product. The product is: [F:12][C:13]([F:24])([F:23])[C:14]([NH:2][CH2:3][CH2:4][CH2:5][CH2:6][CH2:7][C:8]([O:10][CH3:11])=[O:9])=[O:15].